This data is from Reaction yield outcomes from USPTO patents with 853,638 reactions. The task is: Predict the reaction yield, written as a fraction of the theoretical maximum amount of product (1.0 means a 100% yield; for example, 0.34 means a 34% yield). (1) The product is [CH2:5]([O:4][C:2](=[O:3])[NH:26][C:14]1[C:15]([CH3:25])=[CH:16][C:17]([N:19]2[CH2:20][CH2:21][O:22][CH2:23][CH2:24]2)=[CH:18][C:13]=1[CH3:12])[C:6]1[CH:11]=[CH:10][CH:9]=[CH:8][CH:7]=1. The reactants are Cl[C:2]([O:4][CH2:5][C:6]1[CH:11]=[CH:10][CH:9]=[CH:8][CH:7]=1)=[O:3].[CH3:12][C:13]1[CH:18]=[C:17]([N:19]2[CH2:24][CH2:23][O:22][CH2:21][CH2:20]2)[CH:16]=[C:15]([CH3:25])[C:14]=1[NH2:26].C(N(CC)C(C)C)(C)C. The yield is 0.470. The catalyst is ClCCCl. (2) The reactants are [F:1][C:2]1[CH:7]=[CH:6][C:5]([CH2:8][C:9]2[C:10]([N:16]3[CH2:22][C:21]4[CH:23]=[C:24](B(O)O)[CH:25]=[CH:26][C:20]=4[O:19][CH2:18][CH2:17]3)=[N:11][CH:12]=[N:13][C:14]=2C)=[CH:4][CH:3]=1.[NH2:30][C:31]1[C:36]([N+:37]([O-:39])=[O:38])=[CH:35][CH:34]=[C:33](Cl)[N:32]=1.C(=O)([O-])[O-].[K+].[K+]. The catalyst is O1CCOCC1.O. The product is [F:1][C:2]1[CH:7]=[CH:6][C:5]([CH2:8][C:9]2[C:10]([N:16]3[CH2:22][C:21]4[CH:23]=[C:24]([C:33]5[N:32]=[C:31]([NH2:30])[C:36]([N+:37]([O-:39])=[O:38])=[CH:35][CH:34]=5)[CH:25]=[CH:26][C:20]=4[O:19][CH2:18][CH2:17]3)=[N:11][CH:12]=[N:13][CH:14]=2)=[CH:4][CH:3]=1. The yield is 1.00. (3) The reactants are [CH3:1][C:2]1[C:3](=[O:35])[N:4]([C:8]2[C:9]([CH3:34])=[C:10]([C:14]3[C:26]4[C:25]5[C:20](=[CH:21][C:22]([C:27]([OH:30])([CH3:29])[CH3:28])=[CH:23][CH:24]=5)[NH:19][C:18]=4[C:17]([C:31]([NH2:33])=[O:32])=[CH:16][CH:15]=3)[CH:11]=[CH:12][CH:13]=2)[CH2:5][C:6]=1[CH3:7].C([O-])=O.[NH4+]. The catalyst is CO.[Pd].C(Cl)Cl. The product is [CH3:1][CH:2]1[CH:6]([CH3:7])[CH2:5][N:4]([C:8]2[C:9]([CH3:34])=[C:10]([C:14]3[C:26]4[C:25]5[C:20](=[CH:21][C:22]([C:27]([OH:30])([CH3:29])[CH3:28])=[CH:23][CH:24]=5)[NH:19][C:18]=4[C:17]([C:31]([NH2:33])=[O:32])=[CH:16][CH:15]=3)[CH:11]=[CH:12][CH:13]=2)[C:3]1=[O:35]. The yield is 0.550. (4) The reactants are Cl[C:2]1[N:7]=[CH:6][N:5]=[C:4]([C:8]2[C:16]3[C:11](=[N:12][CH:13]=[CH:14][CH:15]=3)[N:10](S(C3C=CC(C)=CC=3)(=O)=O)[CH:9]=2)[CH:3]=1.[C:27]([N:30]1[CH2:36][CH2:35][CH2:34][NH:33][CH2:32][CH2:31]1)(=[O:29])[CH3:28].C(=O)([O-])[O-].[K+].[K+].[OH-].[Na+]. The catalyst is CN(C=O)C.CO. The product is [NH:10]1[C:11]2=[N:12][CH:13]=[CH:14][CH:15]=[C:16]2[C:8]([C:4]2[N:5]=[CH:6][N:7]=[C:2]([N:33]3[CH2:34][CH2:35][CH2:36][N:30]([C:27](=[O:29])[CH3:28])[CH2:31][CH2:32]3)[CH:3]=2)=[CH:9]1. The yield is 0.730. (5) The reactants are Br[C:2]1[C:3]([F:19])=[CH:4][C:5]2[O:11][CH2:10][CH2:9][N:8]3[CH:12]=[C:13]([C:15]([NH2:17])=[O:16])[N:14]=[C:7]3[C:6]=2[CH:18]=1.[N:20]1[CH:25]=[CH:24][CH:23]=[C:22]([C:26]([OH:30])([C:28]#[CH:29])[CH3:27])[N:21]=1. No catalyst specified. The product is [F:19][C:3]1[C:2]([C:29]#[C:28][C:26]([OH:30])([C:22]2[N:21]=[N:20][CH:25]=[CH:24][CH:23]=2)[CH3:27])=[CH:18][C:6]2[C:7]3[N:8]([CH:12]=[C:13]([C:15]([NH2:17])=[O:16])[N:14]=3)[CH2:9][CH2:10][O:11][C:5]=2[CH:4]=1. The yield is 0.0900. (6) The reactants are [NH2:1][C:2]1[CH:7]=[CH:6][CH:5]=[CH:4][C:3]=1[S:8]([CH:11]([CH3:13])[CH3:12])(=[O:10])=[O:9].[H-].[Na+].[Cl:16][C:17]1[N:18]=[C:19](Cl)[C:20]2[CH:25]=[CH:24][N:23]([CH2:26][O:27][CH2:28][CH2:29][Si:30]([CH3:33])([CH3:32])[CH3:31])[C:21]=2[N:22]=1. The catalyst is CN(C=O)C. The product is [Cl:16][C:17]1[N:18]=[C:19]([NH:1][C:2]2[CH:7]=[CH:6][CH:5]=[CH:4][C:3]=2[S:8]([CH:11]([CH3:13])[CH3:12])(=[O:10])=[O:9])[C:20]2[CH:25]=[CH:24][N:23]([CH2:26][O:27][CH2:28][CH2:29][Si:30]([CH3:33])([CH3:32])[CH3:31])[C:21]=2[N:22]=1. The yield is 0.420. (7) The reactants are [C:9](O[C:9]([O:11][C:12]([CH3:15])([CH3:14])[CH3:13])=[O:10])([O:11][C:12]([CH3:15])([CH3:14])[CH3:13])=[O:10].[Cl:16][C:17]1[NH:18][CH:19]=[CH:20][N:21]=1.[OH-].[Na+].O1[CH2:28][CH2:27][CH2:26][CH2:25]1. The catalyst is O. The product is [C:12]([O:11][C:9]([N:18]1[C:19]2[CH:25]=[CH:26][CH:27]=[CH:28][C:20]=2[N:21]=[C:17]1[Cl:16])=[O:10])([CH3:13])([CH3:14])[CH3:15]. The yield is 0.990.